Dataset: Forward reaction prediction with 1.9M reactions from USPTO patents (1976-2016). Task: Predict the product of the given reaction. (1) Given the reactants C(=O)([O-])[O-].[Cs+].[Cs+].C(Br)C1C=CC=CC=1.C(O)(C(F)(F)F)=O.O.[C:23]1([CH3:33])[CH:28]=[CH:27][C:26]([S:29]([OH:32])(=[O:31])=[O:30])=[CH:25][CH:24]=1, predict the reaction product. The product is: [S:29]([OH:32])([C:26]1[CH:27]=[CH:28][C:23]([CH3:33])=[CH:24][CH:25]=1)(=[O:31])=[O:30]. (2) Given the reactants Br[C:2]1[CH:7]=[CH:6][N:5]=[C:4]2[N:8]([S:23]([C:26]3[CH:31]=[CH:30][CH:29]=[CH:28][CH:27]=3)(=[O:25])=[O:24])[C:9]([C:11]3[CH:16]=[CH:15][C:14]([N:17]4[CH2:22][CH2:21][O:20][CH2:19][CH2:18]4)=[CH:13][CH:12]=3)=[CH:10][C:3]=12.Br[C:33]1[C:34]([C:40]2[CH:45]=[CH:44][C:43]([NH:46][C:47](=[O:51])[N:48]([CH3:50])[CH3:49])=[CH:42][CH:41]=2)=[N:35][N:36]([CH2:38][CH3:39])[CH:37]=1, predict the reaction product. The product is: [CH2:38]([N:36]1[CH:37]=[C:33]([C:2]2[CH:7]=[CH:6][N:5]=[C:4]3[N:8]([S:23]([C:26]4[CH:31]=[CH:30][CH:29]=[CH:28][CH:27]=4)(=[O:24])=[O:25])[C:9]([C:11]4[CH:16]=[CH:15][C:14]([N:17]5[CH2:22][CH2:21][O:20][CH2:19][CH2:18]5)=[CH:13][CH:12]=4)=[CH:10][C:3]=23)[C:34]([C:40]2[CH:45]=[CH:44][C:43]([NH:46][C:47](=[O:51])[N:48]([CH3:50])[CH3:49])=[CH:42][CH:41]=2)=[N:35]1)[CH3:39]. (3) The product is: [CH3:1][C@H:2]1[CH2:7][O:6][CH2:5][CH2:4][N:3]1[C:8]1[CH:13]=[C:12]([CH2:14][S:15]([CH3:18])(=[O:16])=[O:17])[N:11]=[C:10]([N:19]2[CH2:20][CH2:21][CH:22]([NH2:25])[CH2:23][CH2:24]2)[N:9]=1. Given the reactants [CH3:1][C@H:2]1[CH2:7][O:6][CH2:5][CH2:4][N:3]1[C:8]1[CH:13]=[C:12]([CH2:14][S:15]([CH3:18])(=[O:17])=[O:16])[N:11]=[C:10]([N:19]2[CH2:24][CH2:23][CH:22]([NH:25]C(=O)OC(C)(C)C)[CH2:21][CH2:20]2)[N:9]=1.Cl.C(=O)(O)[O-].[Na+], predict the reaction product. (4) The product is: [OH:2][C:3]1[CH:23]=[CH:22][C:6]([C:7]([NH:9][C:10]2([C:19]([OH:21])=[O:20])[CH2:18][C:17]3[C:12](=[CH:13][CH:14]=[CH:15][CH:16]=3)[CH2:11]2)=[O:8])=[CH:5][C:4]=1[NH:24][CH2:25][CH2:26][C:27]1[CH:28]=[C:29]([CH3:33])[CH:30]=[CH:31][CH:32]=1. Given the reactants C[O:2][C:3]1[CH:23]=[CH:22][C:6]([C:7]([NH:9][C:10]2([C:19]([OH:21])=[O:20])[CH2:18][C:17]3[C:12](=[CH:13][CH:14]=[CH:15][CH:16]=3)[CH2:11]2)=[O:8])=[CH:5][C:4]=1[NH:24][CH2:25][CH2:26][C:27]1[CH:28]=[C:29]([CH3:33])[CH:30]=[CH:31][CH:32]=1.B(Br)(Br)Br.C(=O)([O-])[O-].[Na+].[Na+], predict the reaction product. (5) Given the reactants [CH3:1][C:2]1[CH:9]=[CH:8][C:7]([C:10]2[CH:15]=[CH:14][CH:13]=[CH:12][CH:11]=2)=[CH:6][C:3]=1[CH2:4][OH:5].C(N(CC)CC)C.[CH3:23][S:24](Cl)(=[O:26])=[O:25].Cl, predict the reaction product. The product is: [CH3:23][S:24]([O:5][CH2:4][C:3]1[CH:6]=[C:7]([C:10]2[CH:15]=[CH:14][CH:13]=[CH:12][CH:11]=2)[CH:8]=[CH:9][C:2]=1[CH3:1])(=[O:26])=[O:25].